Dataset: Reaction yield outcomes from USPTO patents with 853,638 reactions. Task: Predict the reaction yield, written as a fraction of the theoretical maximum amount of product (1.0 means a 100% yield; for example, 0.34 means a 34% yield). (1) The yield is 0.300. The reactants are C1(P(C2C=CC=CC=2)C2C=CC=CC=2)C=CC=CC=1.[OH:20][CH2:21][CH2:22][N:23]1[CH2:27][CH2:26][CH2:25][C:24]1=[O:28].CCOC(/N=N/C(OCC)=O)=O.O1CCCCC1[N:47]1[C:55]2[C:50](=[CH:51][C:52]([C:56]3[N:60]=[CH:59][N:58](C(C4C=CC=CC=4)(C4C=CC=CC=4)C4C=CC=CC=4)[N:57]=3)=[CH:53][CH:54]=2)[C:49]([C:80]2[CH:81]=[C:82](O)[CH:83]=[CH:84][CH:85]=2)=[N:48]1.Cl. The catalyst is O1CCCC1. The product is [NH:57]1[C:56]([C:52]2[CH:51]=[C:50]3[C:55](=[CH:54][CH:53]=2)[NH:47][N:48]=[C:49]3[C:80]2[CH:85]=[C:84]([CH:83]=[CH:82][CH:81]=2)[O:20][CH2:21][CH2:22][N:23]2[CH2:27][CH2:26][CH2:25][C:24]2=[O:28])=[N:60][CH:59]=[N:58]1. (2) The reactants are Br[C:2]1[N:7]=[C:6]([NH:8][C:9]([C:11]2[CH:33]=[CH:32][C:14]([O:15][C:16]3[CH:25]=[C:24]4[C:19]([CH:20]([C:26]([O:28][CH3:29])=[O:27])[CH2:21][CH2:22][O:23]4)=[CH:18][C:17]=3[C:30]#[N:31])=[CH:13][CH:12]=2)=[O:10])[CH:5]=[CH:4][CH:3]=1.[CH3:34][C:35]1[CH:36]=[C:37](B(O)O)[CH:38]=[CH:39][C:40]=1[CH3:41].C([O-])([O-])=O.[Na+].[Na+].C1(C)C=CC=CC=1. The catalyst is C1C=CC([P]([Pd]([P](C2C=CC=CC=2)(C2C=CC=CC=2)C2C=CC=CC=2)([P](C2C=CC=CC=2)(C2C=CC=CC=2)C2C=CC=CC=2)[P](C2C=CC=CC=2)(C2C=CC=CC=2)C2C=CC=CC=2)(C2C=CC=CC=2)C2C=CC=CC=2)=CC=1.O. The product is [C:30]([C:17]1[CH:18]=[C:19]2[C:24](=[CH:25][C:16]=1[O:15][C:14]1[CH:32]=[CH:33][C:11]([C:9](=[O:10])[NH:8][C:6]3[CH:5]=[CH:4][CH:3]=[C:2]([C:37]4[CH:38]=[CH:39][C:40]([CH3:41])=[C:35]([CH3:34])[CH:36]=4)[N:7]=3)=[CH:12][CH:13]=1)[O:23][CH2:22][CH2:21][CH:20]2[C:26]([O:28][CH3:29])=[O:27])#[N:31]. The yield is 0.950. (3) The reactants are [CH3:1][O:2][CH2:3][O:4][C:5]1[CH:6]=[C:7]([CH:10]=[C:11]([O:22][CH2:23][O:24][CH3:25])[C:12]=1[CH2:13]/[CH:14]=[CH:15]/[C:16]1[CH:21]=[CH:20][CH:19]=[CH:18][CH:17]=1)[CH:8]=[O:9].[OH-:26].[Na+]. The catalyst is CO.O.[N+]([O-])([O-])=O.[Ag+]. The product is [CH3:25][O:24][CH2:23][O:22][C:11]1[CH:10]=[C:7]([CH:6]=[C:5]([O:4][CH2:3][O:2][CH3:1])[C:12]=1[CH2:13]/[CH:14]=[CH:15]/[C:16]1[CH:17]=[CH:18][CH:19]=[CH:20][CH:21]=1)[C:8]([OH:26])=[O:9]. The yield is 0.620.